From a dataset of Reaction yield outcomes from USPTO patents with 853,638 reactions. Predict the reaction yield, written as a fraction of the theoretical maximum amount of product (1.0 means a 100% yield; for example, 0.34 means a 34% yield). (1) The reactants are [Cl:1][C:2]1[N:7]=[C:6]([NH:8][C:9]2[CH:14]=[CH:13][CH:12]=[CH:11][CH:10]=2)[CH:5]=[CH:4][N:3]=1.C1(P(C2C=CC=CC=2)C2C=CC=CC=2)C=CC=CC=1.[CH:34]1([CH2:40][CH2:41]O)[CH2:39][CH2:38][CH2:37][CH2:36][CH2:35]1.CCOC(/N=N/C(OCC)=O)=O. The catalyst is C(Cl)Cl. The product is [Cl:1][C:2]1[N:7]=[C:6]([N:8]([CH2:41][CH2:40][CH:34]2[CH2:39][CH2:38][CH2:37][CH2:36][CH2:35]2)[C:9]2[CH:14]=[CH:13][CH:12]=[CH:11][CH:10]=2)[CH:5]=[CH:4][N:3]=1. The yield is 0.370. (2) The reactants are [OH:1][C:2]1[CH:11]=[C:10]2[C:5]([C:6]([O:12][C:13]3[CH:18]=[CH:17][C:16]([NH:19][C:20](=[O:27])[C:21]4[CH:26]=[CH:25][CH:24]=[CH:23][CH:22]=4)=[CH:15][CH:14]=3)=[CH:7][CH:8]=[N:9]2)=[CH:4][C:3]=1[O:28][CH3:29].[C:30]12([O:37][C:38](=[O:51])[C@@H:39]([NH:43][C:44]([O:46][C:47]([CH3:50])([CH3:49])[CH3:48])=[O:45])[CH2:40][CH2:41]Br)[CH2:36][CH:33]([CH2:34][CH2:35]1)[CH2:32][CH2:31]2.C([O-])([O-])=O.[K+].[K+]. The catalyst is CN(C=O)C. The product is [C:30]12([O:37][C:38](=[O:51])[C@@H:39]([NH:43][C:44]([O:46][C:47]([CH3:50])([CH3:49])[CH3:48])=[O:45])[CH2:40][CH2:41][O:1][C:2]3[CH:11]=[C:10]4[C:5]([C:6]([O:12][C:13]5[CH:14]=[CH:15][C:16]([NH:19][C:20](=[O:27])[C:21]6[CH:26]=[CH:25][CH:24]=[CH:23][CH:22]=6)=[CH:17][CH:18]=5)=[CH:7][CH:8]=[N:9]4)=[CH:4][C:3]=3[O:28][CH3:29])[CH2:36][CH:33]([CH2:32][CH2:31]1)[CH2:34][CH2:35]2. The yield is 0.140. (3) The reactants are [Cl:1][C:2]1[C:11](=[O:12])[C:10]2[C:5](=[CH:6][CH:7]=[CH:8][CH:9]=2)[C:4](=[O:13])[C:3]=1[C:14]1[C:15](=[O:32])[C:16]2[C:21]([C:22](=[O:25])[C:23]=1O)=[CH:20][C:19]([CH2:26][CH2:27][CH:28]=[C:29]([CH3:31])[CH3:30])=[CH:18][CH:17]=2.C(Cl)(=O)C([Cl:36])=O.CN(C)C=O.O. The catalyst is C(Cl)Cl. The product is [Cl:36][C:23]1[C:22](=[O:25])[C:21]2[C:16](=[CH:17][CH:18]=[C:19]([CH2:26][CH2:27][CH:28]=[C:29]([CH3:31])[CH3:30])[CH:20]=2)[C:15](=[O:32])[C:14]=1[C:3]1[C:4](=[O:13])[C:5]2[C:10]([C:11](=[O:12])[C:2]=1[Cl:1])=[CH:9][CH:8]=[CH:7][CH:6]=2. The yield is 0.770.